This data is from Full USPTO retrosynthesis dataset with 1.9M reactions from patents (1976-2016). The task is: Predict the reactants needed to synthesize the given product. The reactants are: [NH2:1][CH2:2][CH2:3][CH2:4][NH2:5].CO.[CH2:8]=[C:9]([C:14]([F:17])([F:16])[F:15])[C:10]([F:13])([F:12])[F:11]. Given the product [F:11][C:10]([F:13])([F:12])[CH:9]([C:14]([F:17])([F:16])[F:15])[CH2:8][NH:1][CH2:2][CH2:3][CH2:4][NH:5][CH2:8][CH:9]([C:14]([F:17])([F:16])[F:15])[C:10]([F:13])([F:12])[F:11], predict the reactants needed to synthesize it.